From a dataset of Reaction yield outcomes from USPTO patents with 853,638 reactions. Predict the reaction yield, written as a fraction of the theoretical maximum amount of product (1.0 means a 100% yield; for example, 0.34 means a 34% yield). (1) The yield is 0.633. The reactants are C(N([P:8]([N:12]([CH:16]([CH3:18])[CH3:17])[CH:13]([CH3:15])[CH3:14])(Cl)([O-:10])[O-:9])C(C)C)(C)C.[CH:19]([C:22]1[CH:73]=[CH:72][C:25]([O:26][CH2:27][C:28]([NH:30][C:31]2[NH:32][C:33](=[O:71])[C:34]3[N:35]=[CH:36][N:37]([C:69]=3[N:70]=2)[C@@H:38]2[O:68][C@H:42]([CH2:43][O:44][C:45]([C:62]3[CH:67]=[CH:66][CH:65]=[CH:64][CH:63]=3)([C:54]3[CH:59]=[CH:58][C:57]([O:60][CH3:61])=[CH:56][CH:55]=3)[C:46]3[CH:51]=[CH:50][C:49]([O:52][CH3:53])=[CH:48][CH:47]=3)[C@@H:40]([OH:41])[CH2:39]2)=[O:29])=[CH:24][CH:23]=1)([CH3:21])[CH3:20].C(N(C(C)C)C(C)C)C.[C:83]([O:86][C@@H:87]1[C@@H:97]([O:98][C:99](=[O:101])[CH3:100])[C@H:96]([O:102][C:103](=[O:105])[CH3:104])[C@@H:95]([CH2:106][O:107][C:108](=[O:110])[CH3:109])[O:94][C@H:88]1[O:89][CH2:90][CH2:91][CH2:92]O)(=[O:85])[CH3:84].N1C=NN=N1. The catalyst is ClCCl. The product is [CH:19]([C:22]1[CH:23]=[CH:24][C:25]([O:26][CH2:27][C:28]([NH:30][C:31]2[NH:32][C:33](=[O:71])[C:34]3[N:35]=[CH:36][N:37]([C:69]=3[N:70]=2)[C@@H:38]2[O:68][C@H:42]([CH2:43][O:44][C:45]([C:62]3[CH:67]=[CH:66][CH:65]=[CH:64][CH:63]=3)([C:54]3[CH:59]=[CH:58][C:57]([O:60][CH3:61])=[CH:56][CH:55]=3)[C:46]3[CH:51]=[CH:50][C:49]([O:52][CH3:53])=[CH:48][CH:47]=3)[C@@H:40]([O:41][P:8]([N:12]([CH:13]([CH3:14])[CH3:15])[CH:16]([CH3:17])[CH3:18])([O:9][CH2:92][CH2:91][CH2:90][O:89][C@@H:88]3[O:94][C@H:95]([CH2:106][O:107][C:108](=[O:110])[CH3:109])[C@@H:96]([O:102][C:103](=[O:105])[CH3:104])[C@H:97]([O:98][C:99](=[O:101])[CH3:100])[C@H:87]3[O:86][C:83](=[O:85])[CH3:84])=[O:10])[CH2:39]2)=[O:29])=[CH:72][CH:73]=1)([CH3:21])[CH3:20]. (2) The reactants are [NH2:1][C:2]1[C:3]2[N:4]([C:9]([C@@H:31]3[CH2:36][CH2:35][CH2:34][N:33]([C:37]([C:39]4([CH3:43])[CH2:42][O:41][CH2:40]4)=[O:38])[CH2:32]3)=[N:10][C:11]=2[C:12]2[CH:30]=[CH:29][C:15]([C:16]([NH:18][C:19]3[CH:24]=[C:23]([C:25]([F:28])([F:27])[F:26])[CH:22]=[CH:21][N:20]=3)=[O:17])=[CH:14][CH:13]=2)[C:5](Cl)=[CH:6][N:7]=1.[CH:44](B1OC(C)(C)C(C)(C)O1)=[CH2:45].C([O-])([O-])=O.[K+].[K+]. The catalyst is O1CCOCC1.O.C1C=CC(P(C2C=CC=CC=2)[C-]2C=CC=C2)=CC=1.C1C=CC(P(C2C=CC=CC=2)[C-]2C=CC=C2)=CC=1.Cl[Pd]Cl.[Fe+2]. The product is [NH2:1][C:2]1[C:3]2[N:4]([C:9]([C@@H:31]3[CH2:36][CH2:35][CH2:34][N:33]([C:37]([C:39]4([CH3:43])[CH2:42][O:41][CH2:40]4)=[O:38])[CH2:32]3)=[N:10][C:11]=2[C:12]2[CH:30]=[CH:29][C:15]([C:16]([NH:18][C:19]3[CH:24]=[C:23]([C:25]([F:28])([F:27])[F:26])[CH:22]=[CH:21][N:20]=3)=[O:17])=[CH:14][CH:13]=2)[C:5]([CH:44]=[CH2:45])=[CH:6][N:7]=1. The yield is 0.110. (3) The reactants are [Cl:1][C:2]1[CH:3]=[C:4]([CH:7]=[C:8]([F:11])[C:9]=1[OH:10])[CH:5]=[O:6].[OH-].[K+].I[CH2:15][CH3:16]. The catalyst is C1COCC1.O. The product is [Cl:1][C:2]1[CH:3]=[C:4]([CH:7]=[C:8]([F:11])[C:9]=1[O:10][CH2:15][CH3:16])[CH:5]=[O:6]. The yield is 0.980. (4) The reactants are [C:1]([O:5][C:6]([N:8]1[CH2:12][CH2:11][CH2:10][C:9]1([CH2:23][CH2:24][CH2:25][CH3:26])[CH:13]([C:15]1[CH:20]=[CH:19][C:18]([Cl:21])=[C:17]([Cl:22])[CH:16]=1)[OH:14])=[O:7])([CH3:4])([CH3:3])[CH3:2]. The catalyst is C(Cl)Cl. The product is [C:1]([O:5][C:6]([N:8]1[CH2:12][CH2:11][CH2:10][C:9]1([CH2:23][CH2:24][CH2:25][CH3:26])[C:13](=[O:14])[C:15]1[CH:20]=[CH:19][C:18]([Cl:21])=[C:17]([Cl:22])[CH:16]=1)=[O:7])([CH3:4])([CH3:3])[CH3:2]. The yield is 0.850.